This data is from Peptide-MHC class I binding affinity with 185,985 pairs from IEDB/IMGT. The task is: Regression. Given a peptide amino acid sequence and an MHC pseudo amino acid sequence, predict their binding affinity value. This is MHC class I binding data. (1) The peptide sequence is FQCQNGQFI. The MHC is H-2-Kb with pseudo-sequence H-2-Kb. The binding affinity (normalized) is 0.0352. (2) The peptide sequence is KEGKLQCRI. The MHC is HLA-A69:01 with pseudo-sequence HLA-A69:01. The binding affinity (normalized) is 0.0847. (3) The MHC is HLA-B58:01 with pseudo-sequence HLA-B58:01. The binding affinity (normalized) is 0.0847. The peptide sequence is RRMGGLRKY. (4) The peptide sequence is IPCMDVVL. The MHC is HLA-B07:02 with pseudo-sequence HLA-B07:02. The binding affinity (normalized) is 0.0196. (5) The peptide sequence is YSPGQRVEF. The MHC is Mamu-A01 with pseudo-sequence Mamu-A01. The binding affinity (normalized) is 0.928. (6) The peptide sequence is LPAMCNVY. The MHC is HLA-B54:01 with pseudo-sequence HLA-B54:01. The binding affinity (normalized) is 0.266. (7) The peptide sequence is QITLFDRRL. The MHC is H-2-Kb with pseudo-sequence H-2-Kb. The binding affinity (normalized) is 0.626. (8) The MHC is HLA-A24:02 with pseudo-sequence HLA-A24:02. The binding affinity (normalized) is 0. The peptide sequence is GERSRCYSVY. (9) The peptide sequence is QLQCHQIAI. The MHC is HLA-A02:11 with pseudo-sequence HLA-A02:11. The binding affinity (normalized) is 1.00. (10) The peptide sequence is CVGIGGDPI. The MHC is H-2-Kb with pseudo-sequence H-2-Kb. The binding affinity (normalized) is 0.525.